Dataset: Catalyst prediction with 721,799 reactions and 888 catalyst types from USPTO. Task: Predict which catalyst facilitates the given reaction. (1) Reactant: [F:1][C:2]1[CH:10]=[CH:9][C:5]([C:6]([OH:8])=[O:7])=[CH:4][C:3]=1[N+:11]([O-:13])=[O:12].[C:14](Cl)(=O)C(Cl)=O. Product: [F:1][C:2]1[CH:10]=[CH:9][C:5]([C:6]([O:8][CH3:14])=[O:7])=[CH:4][C:3]=1[N+:11]([O-:13])=[O:12]. The catalyst class is: 100. (2) Reactant: [CH3:1][O:2][CH2:3][CH:4]1[CH2:8][CH2:7][CH2:6][N:5]1[C:9]1[CH:10]=[C:11]([NH:15][C:16]2[C:17]3[N:34]=[CH:33][S:32][C:18]=3[N:19]=[C:20]([C:22]3[CH:23]=[C:24]([CH:29]=[CH:30][CH:31]=3)[C:25]([O:27]C)=[O:26])[N:21]=2)[CH:12]=[CH:13][CH:14]=1.[OH-].[Na+].[ClH:37]. Product: [ClH:37].[CH3:1][O:2][CH2:3][CH:4]1[CH2:8][CH2:7][CH2:6][N:5]1[C:9]1[CH:10]=[C:11]([NH:15][C:16]2[C:17]3[N:34]=[CH:33][S:32][C:18]=3[N:19]=[C:20]([C:22]3[CH:23]=[C:24]([CH:29]=[CH:30][CH:31]=3)[C:25]([OH:27])=[O:26])[N:21]=2)[CH:12]=[CH:13][CH:14]=1. The catalyst class is: 38. (3) Reactant: C[O:2][C:3](=[O:17])[C:4]1[CH:9]=[CH:8][C:7]([N:10]2[CH2:15][CH2:14][N:13]([CH3:16])[CH2:12][CH2:11]2)=[CH:6][CH:5]=1.[ClH:18]. Product: [ClH:18].[CH3:16][N:13]1[CH2:12][CH2:11][N:10]([C:7]2[CH:8]=[CH:9][C:4]([C:3]([OH:17])=[O:2])=[CH:5][CH:6]=2)[CH2:15][CH2:14]1. The catalyst class is: 21. (4) Reactant: [Br:1][C:2]1[N:6]([C@@H:7]2[O:24][CH2:23][C@H:18]([O:19]C(=O)C)[C@@H:13]([O:14]C(=O)C)[C@@H:8]2[O:9]C(=O)C)[C:5]2[CH:25]=[C:26]([Cl:30])[C:27]([Cl:29])=[CH:28][C:4]=2[N:3]=1.C(=O)([O-])[O-].[Na+].[Na+]. Product: [Br:1][C:2]1[N:6]([C@H:7]2[O:24][CH2:23][C@H:18]([OH:19])[C@@H:13]([OH:14])[C@@H:8]2[OH:9])[C:5]2[CH:25]=[C:26]([Cl:30])[C:27]([Cl:29])=[CH:28][C:4]=2[N:3]=1. The catalyst class is: 6. (5) Reactant: Cl[C:2]1[N:10]=[C:9]([O:11][CH2:12][CH2:13][C:14]2[CH:19]=[CH:18][C:17]([Cl:20])=[CH:16][CH:15]=2)[N:8]=[C:7]2[C:3]=1[N:4]=[CH:5][N:6]2[C@@H:21]1[O:33][C@H:32]([CH2:34][O:35]C(=O)C)[C@@H:27]([O:28]C(=O)C)[C@H:22]1[O:23]C(=O)C.[NH3:39]. Product: [Cl:20][C:17]1[CH:18]=[CH:19][C:14]([CH2:13][CH2:12][O:11][C:9]2[N:10]=[C:2]([NH2:39])[C:3]3[N:4]=[CH:5][N:6]([C:7]=3[N:8]=2)[C@@H:21]2[O:33][C@H:32]([CH2:34][OH:35])[C@@H:27]([OH:28])[C@H:22]2[OH:23])=[CH:15][CH:16]=1. The catalyst class is: 8. (6) Reactant: [CH3:1][S:2][C:3]1[CH:11]=[CH:10][C:9]([N+:12]([O-:14])=[O:13])=[CH:8][C:4]=1[C:5]([OH:7])=[O:6].[CH:15](N(CC)C(C)C)(C)C.CI.C(OCC)(=O)C.CCCCCC. Product: [CH3:1][S:2][C:3]1[CH:11]=[CH:10][C:9]([N+:12]([O-:14])=[O:13])=[CH:8][C:4]=1[C:5]([O:7][CH3:15])=[O:6]. The catalyst class is: 115.